From a dataset of Catalyst prediction with 721,799 reactions and 888 catalyst types from USPTO. Predict which catalyst facilitates the given reaction. (1) Reactant: [CH2:1]([N:8]1[CH:16]=[C:15]2[C:10]([CH:11]=[C:12]([C:17]3[CH:18]=[C:19]([C@H:27]4[CH2:32][CH2:31][CH2:30][NH:29][CH2:28]4)[N:20]4[C:25]=3[C:24]([NH2:26])=[N:23][CH:22]=[N:21]4)[CH:13]=[CH:14]2)=[N:9]1)[C:2]1[CH:7]=[CH:6][CH:5]=[CH:4][CH:3]=1.[CH3:33][N:34]([CH3:39])[CH2:35][C:36](O)=[O:37].CCN=C=NCCCN(C)C.Cl.C1C=CC2N(O)N=NC=2C=1.C(N(CC)C(C)C)(C)C. Product: [CH2:1]([N:8]1[CH:16]=[C:15]2[C:10]([CH:11]=[C:12]([C:17]3[CH:18]=[C:19]([C@H:27]4[CH2:32][CH2:31][CH2:30][N:29]([C:36](=[O:37])[CH2:35][N:34]([CH3:39])[CH3:33])[CH2:28]4)[N:20]4[C:25]=3[C:24]([NH2:26])=[N:23][CH:22]=[N:21]4)[CH:13]=[CH:14]2)=[N:9]1)[C:2]1[CH:3]=[CH:4][CH:5]=[CH:6][CH:7]=1. The catalyst class is: 3. (2) Reactant: [CH3:1][N:2]([CH3:11])[S:3]([N:6]1[CH:10]=[CH:9][CH:8]=[N:7]1)(=[O:5])=[O:4].C([Li])CCC.[Cl:17]C(Cl)(Cl)C(Cl)(Cl)Cl. Product: [Cl:17][C:8]1[CH:9]=[CH:10][N:6]([S:3]([N:2]([CH3:11])[CH3:1])(=[O:4])=[O:5])[N:7]=1. The catalyst class is: 188. (3) Reactant: Cl.[F:2][C:3]1[CH:8]=[C:7]([C:9]([F:12])([F:11])[F:10])[CH:6]=[CH:5][C:4]=1[C@H:13]1[CH2:18][CH2:17][NH:16][CH2:15][C@H:14]1[CH3:19].C(N(CC)CC)C.[O-]S([O-])(=O)=O.[Mg+2].O.Cl.[CH3:35][N:36]1[C:44]2[CH:43]=[CH:42][N:41]=[CH:40][C:39]=2[N:38]=[C:37]1[CH:45]=O.[BH-](OC(C)=O)(OC(C)=O)OC(C)=O.[Na+]. Product: [F:2][C:3]1[CH:8]=[C:7]([C:9]([F:10])([F:11])[F:12])[CH:6]=[CH:5][C:4]=1[C@H:13]1[CH2:18][CH2:17][N:16]([CH2:45][C:37]2[N:36]([CH3:35])[C:44]3[CH:43]=[CH:42][N:41]=[CH:40][C:39]=3[N:38]=2)[CH2:15][C@H:14]1[CH3:19]. The catalyst class is: 2.